From a dataset of Forward reaction prediction with 1.9M reactions from USPTO patents (1976-2016). Predict the product of the given reaction. (1) Given the reactants [CH2:24]([C:21]1[N:20]=C2N(C(CC)CC)N=C(C)C2=N[C:22]=1C1C(N(C)C)=[N:20][C:21]([CH:24]([CH3:26])C)=[CH:22]C=1)[CH3:26].[CH2:30]([C:32]1[N:37]=[C:36]2[N:38]([CH:42]([CH2:49][O:50][CH3:51])[CH2:43]OS(C)(=O)=O)[N:39]=[C:40]([CH3:41])[C:35]2=[N:34][C:33]=1[C:52]1[C:53]([O:61][CH3:62])=[N:54][C:55]([CH:58]([CH3:60])[CH3:59])=[CH:56][CH:57]=1)[CH3:31].C1(N)CCC1, predict the reaction product. The product is: [CH:21]1([NH:20][CH2:43][CH:42]([N:38]2[C:36]3=[N:37][C:32]([CH2:30][CH3:31])=[C:33]([C:52]4[C:53]([O:61][CH3:62])=[N:54][C:55]([CH:58]([CH3:60])[CH3:59])=[CH:56][CH:57]=4)[N:34]=[C:35]3[C:40]([CH3:41])=[N:39]2)[CH2:49][O:50][CH3:51])[CH2:22][CH2:26][CH2:24]1. (2) Given the reactants [Br:1][C:2]1[CH:21]=[CH:20][C:19]([F:22])=[CH:18][C:3]=1[O:4][CH:5]1[CH2:8][N:7]([C:9]2[N:10]=[CH:11][C:12]([C:15]([NH2:17])=O)=[N:13][CH:14]=2)[CH2:6]1.C(N(CC)CC)C.C(OC(C(F)(F)F)=O)(C(F)(F)F)=O, predict the reaction product. The product is: [Br:1][C:2]1[CH:21]=[CH:20][C:19]([F:22])=[CH:18][C:3]=1[O:4][CH:5]1[CH2:8][N:7]([C:9]2[N:10]=[CH:11][C:12]([C:15]#[N:17])=[N:13][CH:14]=2)[CH2:6]1. (3) Given the reactants [OH:1][C@:2]1([C:16]2[S:17][C:18]([C:21]3[CH:26]=[C:25]([NH:27][C:28]4[N:33]=[C:32]([C:34]([F:37])([F:36])[F:35])[CH:31]=[CH:30][N:29]=4)[CH:24]=[C:23]([CH3:38])[CH:22]=3)=[CH:19][N:20]=2)[CH2:11][CH2:10][CH2:9][C:8]2[CH:7]=[C:6]([C:12]([O:14]C)=[O:13])[CH:5]=[CH:4][C:3]1=2.[OH-].[K+].FC(F)(F)C(O)=O, predict the reaction product. The product is: [OH:1][C@:2]1([C:16]2[S:17][C:18]([C:21]3[CH:26]=[C:25]([NH:27][C:28]4[N:33]=[C:32]([C:34]([F:36])([F:37])[F:35])[CH:31]=[CH:30][N:29]=4)[CH:24]=[C:23]([CH3:38])[CH:22]=3)=[CH:19][N:20]=2)[CH2:11][CH2:10][CH2:9][C:8]2[CH:7]=[C:6]([C:12]([OH:14])=[O:13])[CH:5]=[CH:4][C:3]1=2. (4) Given the reactants [OH:1][C:2]1[C:12]([NH:13][C:14]2[C:17](=[O:18])[C:16](=[O:19])[C:15]=2[NH:20][C@@H:21]([CH:24]2[CH2:28][CH2:27][CH:26]([CH3:29])[O:25]2)[CH2:22][CH3:23])=[CH:11][CH:10]=[CH:9][C:3]=1[C:4]([N:6]([CH3:8])[CH3:7])=[O:5], predict the reaction product. The product is: [OH:1][C:2]1[C:12]([NH:13][C:14]2[C:17](=[O:18])[C:16](=[O:19])[C:15]=2[NH:20][C@@H:21]([C@H:24]2[CH2:28][CH2:27][C@H:26]([CH3:29])[O:25]2)[CH2:22][CH3:23])=[CH:11][CH:10]=[CH:9][C:3]=1[C:4]([N:6]([CH3:8])[CH3:7])=[O:5]. (5) Given the reactants Cl.[Cl:2][CH2:3][C:4]1[C:9]([CH3:10])=[C:8]([O:11][CH2:12][C:13]([F:16])([F:15])[F:14])[CH:7]=[CH:6][N:5]=1.CN(C)C(=O)C.[SH:23][C:24]1[NH:25][C:26]2[CH:32]=[CH:31][CH:30]=[CH:29][C:27]=2[N:28]=1, predict the reaction product. The product is: [ClH:2].[CH3:10][C:9]1[C:4]([CH2:3][S:23][C:24]2[NH:28][C:27]3[CH:29]=[CH:30][CH:31]=[CH:32][C:26]=3[N:25]=2)=[N:5][CH:6]=[CH:7][C:8]=1[O:11][CH2:12][C:13]([F:16])([F:15])[F:14]. (6) Given the reactants [CH3:13][C:12]([O:11][C:9](O[C:9]([O:11][C:12]([CH3:15])([CH3:14])[CH3:13])=[O:10])=[O:10])([CH3:15])[CH3:14].[NH2:16][CH2:17][CH2:18][C:19]([OH:21])=[O:20].CO.C(O)(=O)CC(CC(O)=O)(C(O)=O)O, predict the reaction product. The product is: [C:12]([O:11][C:9]([NH:16][CH2:17][CH2:18][C:19]([OH:21])=[O:20])=[O:10])([CH3:13])([CH3:14])[CH3:15]. (7) Given the reactants [C:1]([O:5][C:6](=[O:28])[CH2:7][N:8]1[C:16]2[C:11](=[C:12]([N+:17]([O-])=O)[CH:13]=[CH:14][CH:15]=2)[CH:10]([CH2:20][CH2:21][CH2:22][C:23]([O:25][CH2:26][CH3:27])=[O:24])[CH2:9]1)([CH3:4])([CH3:3])[CH3:2], predict the reaction product. The product is: [NH2:17][C:12]1[CH:13]=[CH:14][CH:15]=[C:16]2[C:11]=1[CH:10]([CH2:20][CH2:21][CH2:22][C:23]([O:25][CH2:26][CH3:27])=[O:24])[CH2:9][N:8]2[CH2:7][C:6]([O:5][C:1]([CH3:3])([CH3:4])[CH3:2])=[O:28].